From a dataset of Full USPTO retrosynthesis dataset with 1.9M reactions from patents (1976-2016). Predict the reactants needed to synthesize the given product. The reactants are: [NH2:1][CH2:2][C@@H:3]1[CH2:7][CH2:6][N:5](C(OC(C)(C)C)=O)[CH2:4]1.[Cl:15][C:16]1[CH:17]=[C:18]([CH:21]=[C:22]([Cl:24])[CH:23]=1)[CH:19]=O.[CH:25](=O)[CH2:26][CH3:27].[C:29]([C@@H:32]([C@H:34]([C:36]([O-:38])=[O:37])[OH:35])[OH:33])([O-:31])=[O:30]. Given the product [C:29]([C@@H:32]([C@H:34]([C:36]([OH:38])=[O:37])[OH:35])[OH:33])([OH:31])=[O:30].[CH2:25]([N:1]([CH2:2][C@@H:3]1[CH2:7][CH2:6][NH:5][CH2:4]1)[CH2:19][C:18]1[CH:17]=[C:16]([Cl:15])[CH:23]=[C:22]([Cl:24])[CH:21]=1)[CH2:26][CH3:27], predict the reactants needed to synthesize it.